From a dataset of Catalyst prediction with 721,799 reactions and 888 catalyst types from USPTO. Predict which catalyst facilitates the given reaction. Reactant: [F:1][C:2]1[CH:12]=[CH:11][C:10]([F:13])=[C:4]2[C:5]([O:7][C:8](=[O:9])[C:3]=12)=[O:6].Cl[CH:15]([Cl:19])[CH:16](Cl)Cl.[Cl-].[Al+3].[Cl-].[Cl-]. Product: [Cl:19][C:15]1[CH:4]=[CH:3][C:2]([C:5]([C:4]2[C:10]([F:13])=[CH:11][CH:12]=[C:2]([F:1])[C:3]=2[C:8]([OH:7])=[O:9])=[O:6])=[CH:12][CH:16]=1. The catalyst class is: 33.